From a dataset of Forward reaction prediction with 1.9M reactions from USPTO patents (1976-2016). Predict the product of the given reaction. (1) Given the reactants [C:1]([O:5][C:6]([NH:8][C:9]1[CH:10]=[C:11]([C:15]#[C:16][C:17]2[CH:18]=[C:19]([CH:24]=[C:25]([N+:27]([O-])=O)[CH:26]=2)[C:20]([O:22][CH3:23])=[O:21])[CH:12]=[CH:13][CH:14]=1)=[O:7])([CH3:4])([CH3:3])[CH3:2], predict the reaction product. The product is: [NH2:27][C:25]1[CH:24]=[C:19]([CH:18]=[C:17]([CH2:16][CH2:15][C:11]2[CH:12]=[CH:13][CH:14]=[C:9]([NH:8][C:6]([O:5][C:1]([CH3:4])([CH3:3])[CH3:2])=[O:7])[CH:10]=2)[CH:26]=1)[C:20]([O:22][CH3:23])=[O:21]. (2) The product is: [CH3:30][S:31]([O:1][CH2:2][CH2:3][N:4]([CH2:20][CH2:21][I:22])[C:5]1[C:13]([N+:14]([O-:16])=[O:15])=[CH:12][C:11]([N+:17]([O-:19])=[O:18])=[CH:10][C:6]=1[C:7]([NH2:9])=[O:8])(=[O:33])=[O:32]. Given the reactants [OH:1][CH2:2][CH2:3][N:4]([CH2:20][CH2:21][I:22])[C:5]1[C:13]([N+:14]([O-:16])=[O:15])=[CH:12][C:11]([N+:17]([O-:19])=[O:18])=[CH:10][C:6]=1[C:7]([NH2:9])=[O:8].CCN(CC)CC.[CH3:30][S:31](Cl)(=[O:33])=[O:32].C([O-])(O)=O.[Na+], predict the reaction product. (3) Given the reactants [CH:1]([C:3]1[CH:8]=[CH:7][N:6]=[C:5]([C:9]([NH:11][CH3:12])=[O:10])[CH:4]=1)=[O:2].O1CCC[CH2:14]1.C[Mg]Br.C(=O)(O)[O-].[Na+], predict the reaction product. The product is: [OH:2][CH:1]([C:3]1[CH:8]=[CH:7][N:6]=[C:5]([C:9]([NH:11][CH3:12])=[O:10])[CH:4]=1)[CH3:14]. (4) Given the reactants [Br:1][C:2]1[CH:7]=[C:6]([CH3:8])[CH:5]=[CH:4][N:3]=1.C[Si]([N-][Si](C)(C)C)(C)C.[Na+].C[O:20][C:21](=O)[C:22]1[CH:27]=[CH:26][CH:25]=[C:24]([CH3:28])[N:23]=1.CCOCC, predict the reaction product. The product is: [Br:1][C:2]1[CH:7]=[C:6]([CH2:8][C:21]([C:22]2[CH:27]=[CH:26][CH:25]=[C:24]([CH3:28])[N:23]=2)=[O:20])[CH:5]=[CH:4][N:3]=1. (5) Given the reactants [I:1][C:2]1[CH:3]=[C:4]2[C:8](=[CH:9][CH:10]=1)[NH:7][C:6](=[O:11])[C:5]2=[O:12].C1CCN2C(=NCCC2)CC1.Br[CH2:25][C:26]([O:28][CH3:29])=[O:27], predict the reaction product. The product is: [I:1][C:2]1[CH:3]=[C:4]2[C:8](=[CH:9][CH:10]=1)[N:7]([CH2:25][C:26]([O:28][CH3:29])=[O:27])[C:6](=[O:11])[C:5]2=[O:12]. (6) Given the reactants [Cl:1][C:2]1[CH:3]=[C:4]([C@@H:8]([C@@H:17]2[CH2:22][CH2:21][CH2:20][N:19]([C:23](=[N:43][C:44]#[N:45])[NH:24][C@H:25]([CH2:33][N:34](C)[C:35](OC(C)(C)C)=O)[CH2:26][CH:27]3[CH2:32][CH2:31][CH2:30][CH2:29][CH2:28]3)[CH2:18]2)[O:9][CH2:10][CH2:11][NH:12][C:13](=[O:16])[O:14][CH3:15])[CH:5]=[CH:6][CH:7]=1, predict the reaction product. The product is: [Cl:1][C:2]1[CH:3]=[C:4]([C@@H:8]([C@@H:17]2[CH2:22][CH2:21][CH2:20][N:19]([C:23](=[N:43][C:44]#[N:45])[NH:24][C@H:25]([CH2:33][NH:34][CH3:35])[CH2:26][CH:27]3[CH2:32][CH2:31][CH2:30][CH2:29][CH2:28]3)[CH2:18]2)[O:9][CH2:10][CH2:11][NH:12][C:13](=[O:16])[O:14][CH3:15])[CH:5]=[CH:6][CH:7]=1. (7) Given the reactants [CH3:1][N:2]([C@H:25]([C:27]1[CH:32]=[CH:31][CH:30]=[CH:29][CH:28]=1)[CH3:26])[C:3]1[C:4](OS(C(F)(F)F)(=O)=O)=[N:5][C:6]2[C:11]([N:12]=1)=[CH:10][C:9]([C:13]([O:15][CH3:16])=[O:14])=[CH:8][CH:7]=2.CC1(C)C(C)(C)OB([C:41]2[CH:42]=[C:43]3[C:47](=[CH:48][CH:49]=2)[N:46](C(OC(C)(C)C)=O)[N:45]=[CH:44]3)O1.C([O-])([O-])=O.[K+].[K+].O, predict the reaction product. The product is: [NH:46]1[C:47]2[C:43](=[CH:42][C:41]([C:4]3[C:3]([N:2]([CH3:1])[C@H:25]([C:27]4[CH:32]=[CH:31][CH:30]=[CH:29][CH:28]=4)[CH3:26])=[N:12][C:11]4[C:6](=[CH:7][CH:8]=[C:9]([C:13]([O:15][CH3:16])=[O:14])[CH:10]=4)[N:5]=3)=[CH:49][CH:48]=2)[CH:44]=[N:45]1.